Task: Predict the product of the given reaction.. Dataset: Forward reaction prediction with 1.9M reactions from USPTO patents (1976-2016) (1) Given the reactants [CH2:1]=[CH:2][C:3]1[CH:8]=[CH:7][CH:6]=[CH:5][CH:4]=1.[SiH3:9][O:10][SiH3:11].[F-].[CH2:26]([N+]([CH2:26][CH2:27][CH2:28][CH3:29])([CH2:26][CH2:27][CH2:28][CH3:29])[CH2:26][CH2:27][CH2:28][CH3:29])[CH2:27][CH2:28][CH3:29].[CH2:30]1COC[CH2:31]1, predict the reaction product. The product is: [C:3]1([CH:2]=[CH:1][C:26]2[CH:27]=[CH:28][CH:29]=[CH:31][CH:30]=2)[CH:8]=[CH:7][CH:6]=[CH:5][CH:4]=1.[SiH3:9][O:10][SiH3:11]. (2) Given the reactants [Cl:1][C:2]1[CH:16]=[CH:15][C:5]([O:6][CH2:7][C:8]2([C:13]#[N:14])[CH2:12][CH2:11][CH2:10][CH2:9]2)=[C:4]([CH:17]=O)[CH:3]=1.[Cl:19][C:20]1[CH:28]=[C:27]2[C:23]([CH2:24][C:25](=[O:29])[NH:26]2)=[CH:22][CH:21]=1.N1CCCC1, predict the reaction product. The product is: [Cl:1][C:2]1[CH:16]=[CH:15][C:5]([O:6][CH2:7][C:8]2([C:13]#[N:14])[CH2:9][CH2:10][CH2:11][CH2:12]2)=[C:4](/[CH:17]=[C:24]2\[C:25](=[O:29])[NH:26][C:27]3[C:23]\2=[CH:22][CH:21]=[C:20]([Cl:19])[CH:28]=3)[CH:3]=1. (3) Given the reactants C(Cl)(=O)C(Cl)=O.Cl.[CH2:8]([N:15]1[CH2:20][CH2:19][O:18][CH:17]([C:21]([OH:23])=O)[CH2:16]1)[C:9]1[CH:14]=[CH:13][CH:12]=[CH:11][CH:10]=1.[NH:24]([CH3:26])[CH3:25], predict the reaction product. The product is: [CH2:8]([N:15]1[CH2:20][CH2:19][O:18][CH:17]([C:21]([N:24]([CH3:26])[CH3:25])=[O:23])[CH2:16]1)[C:9]1[CH:14]=[CH:13][CH:12]=[CH:11][CH:10]=1.